This data is from Forward reaction prediction with 1.9M reactions from USPTO patents (1976-2016). The task is: Predict the product of the given reaction. (1) Given the reactants C1[C:6](/[CH:7]=[CH:8]/[C:9]([OH:11])=[O:10])=[CH:5]C=C(O)C=1.CCN=C=NCCCN(C)C.C1C=CC2N([OH:33])N=NC=2C=1.N[C:35]12[C:53]3[C:48](=[CH:49][CH:50]=[CH:51][CH:52]=3)[C:47](=[O:54])C1(O)[C:37]1[C:42]([O:43]2)=[CH:41][C:40]([CH:44]([CH3:46])[CH3:45])=[CH:39][CH:38]=1.[CH3:56][N:57]([CH:59]=[O:60])C, predict the reaction product. The product is: [OH:33][C:35]12[C:53]3[C:48](=[CH:49][CH:50]=[CH:51][CH:52]=3)[C:47](=[O:54])[C:56]1([NH:57][C:59]([C:6]1[CH:7]=[CH:8][C:9](=[O:11])[O:10][CH:5]=1)=[O:60])[C:37]1[CH:38]=[CH:39][C:40]([CH:44]([CH3:45])[CH3:46])=[CH:41][C:42]=1[O:43]2. (2) The product is: [CH:23]1([S:20]([N:19]2[C@H:18]([CH3:26])[CH2:17][NH:16][CH2:15][C@@H:14]2[CH2:13][CH2:12][C:11]2[C:10]([F:34])=[CH:9][N:8]=[CH:7][C:6]=2[NH:5][C:3](=[O:4])[C@H:2]([C@H:35]([C:43]2[CH:44]=[C:45]([F:50])[CH:46]=[C:47]([F:49])[CH:48]=2)[C:36]2[CH:37]=[CH:38][C:39]([F:42])=[CH:40][CH:41]=2)[NH2:1])(=[O:22])=[O:21])[CH2:25][CH2:24]1. Given the reactants [NH2:1][C@@H:2]([C@H:35]([C:43]1[CH:48]=[C:47]([F:49])[CH:46]=[C:45]([F:50])[CH:44]=1)[C:36]1[CH:41]=[CH:40][C:39]([F:42])=[CH:38][CH:37]=1)[C:3]([NH:5][C:6]1[CH:7]=[N:8][CH:9]=[C:10]([F:34])[C:11]=1[CH2:12][CH2:13][C@@H:14]1[N:19]([S:20]([CH:23]2[CH2:25][CH2:24]2)(=[O:22])=[O:21])[C@H:18]([CH3:26])[CH2:17][N:16](C(OC(C)(C)C)=O)[CH2:15]1)=[O:4].C(O)(C(F)(F)F)=O, predict the reaction product. (3) Given the reactants FC(F)(F)C(O)=O.FC(F)(F)C(O)=O.FC(F)(F)C(O)=O.[N:22]1([CH2:26][C:27]2[CH:28]=[C:29]([CH:60]=[C:61]([Cl:63])[CH:62]=2)[CH2:30][N:31]2[C:35]3[CH:36]=[CH:37][C:38]4[N:39]([C:40]([CH3:43])=[N:41][N:42]=4)[C:34]=3[CH:33]=[C:32]2[C:44]([O:46]CC2C=C(Cl)C=C(CN3CCC3)C=2)=[O:45])[CH2:25][CH2:24][CH2:23]1.[OH-].[Na+].O.CC#N, predict the reaction product. The product is: [N:22]1([CH2:26][C:27]2[CH:28]=[C:29]([CH:60]=[C:61]([Cl:63])[CH:62]=2)[CH2:30][N:31]2[C:35]3[CH:36]=[CH:37][C:38]4[N:39]([C:40]([CH3:43])=[N:41][N:42]=4)[C:34]=3[CH:33]=[C:32]2[C:44]([OH:46])=[O:45])[CH2:25][CH2:24][CH2:23]1. (4) The product is: [Br:2][C:16]1[C:17]2[C:12](=[C:11]([Cl:10])[CH:20]=[CH:19][CH:18]=2)[CH2:13][CH2:14][C:15]=1[CH:7]=[O:8]. Given the reactants P(Br)(Br)[Br:2].CN(C)[CH:7]=[O:8].[Cl:10][C:11]1[CH:20]=[CH:19][CH:18]=[C:17]2[C:12]=1[CH2:13][CH2:14][CH2:15][C:16]2=O.C(=O)(O)[O-].[Na+], predict the reaction product. (5) The product is: [NH2:1][C:2]1[N:6]([C:7]2[CH:12]=[CH:11][CH:10]=[CH:9][CH:8]=2)[N:5]=[C:4]([S:13][CH3:14])[C:3]=1[C:15]([OH:17])=[O:16]. Given the reactants [NH2:1][C:2]1[N:6]([C:7]2[CH:12]=[CH:11][CH:10]=[CH:9][CH:8]=2)[N:5]=[C:4]([S:13][CH3:14])[C:3]=1[C:15]([O:17]CC)=[O:16].[OH-].[Li+], predict the reaction product. (6) Given the reactants C(OC([N:8]1[CH2:13][CH2:12][O:11][CH2:10][CH:9]1[CH2:14][O:15][C:16]([N:18]1[CH2:23][CH2:22][N:21]([C:24]2[CH:29]=[CH:28][C:27]([F:30])=[CH:26][C:25]=2[F:31])[CH2:20][CH2:19]1)=[O:17])=O)(C)(C)C.C(O)(C(F)(F)F)=O, predict the reaction product. The product is: [F:31][C:25]1[CH:26]=[C:27]([F:30])[CH:28]=[CH:29][C:24]=1[N:21]1[CH2:20][CH2:19][N:18]([C:16]([O:15][CH2:14][CH:9]2[CH2:10][O:11][CH2:12][CH2:13][NH:8]2)=[O:17])[CH2:23][CH2:22]1.